Dataset: Reaction yield outcomes from USPTO patents with 853,638 reactions. Task: Predict the reaction yield, written as a fraction of the theoretical maximum amount of product (1.0 means a 100% yield; for example, 0.34 means a 34% yield). The reactants are [S:1]1[CH:5]=[CH:4][CH:3]=[C:2]1[CH2:6][CH2:7][NH2:8].[Cl:9][C:10]1[CH:15]=[CH:14][C:13]([C:16]2([C:21](Cl)=[O:22])[CH2:20][CH2:19][CH2:18][CH2:17]2)=[CH:12][CH:11]=1.C(O)C(N)(CO)CO. The catalyst is C(Cl)Cl. The product is [S:1]1[CH:5]=[CH:4][CH:3]=[C:2]1[CH2:6][CH2:7][NH:8][C:21]([C:16]1([C:13]2[CH:12]=[CH:11][C:10]([Cl:9])=[CH:15][CH:14]=2)[CH2:17][CH2:18][CH2:19][CH2:20]1)=[O:22]. The yield is 0.430.